From a dataset of Forward reaction prediction with 1.9M reactions from USPTO patents (1976-2016). Predict the product of the given reaction. (1) Given the reactants Cl[C:2]1[N:3]=[C:4]([OH:12])[C:5]2[CH:11]=[CH:10][N:9]=[CH:8][C:6]=2[N:7]=1.[Cl:13][C:14]1[CH:15]=[C:16]([OH:21])[CH:17]=[CH:18][C:19]=1[Cl:20], predict the reaction product. The product is: [Cl:13][C:14]1[CH:15]=[C:16]([CH:17]=[CH:18][C:19]=1[Cl:20])[O:21][C:2]1[N:3]=[C:4]([OH:12])[C:5]2[CH:11]=[CH:10][N:9]=[CH:8][C:6]=2[N:7]=1. (2) Given the reactants Cl.[NH2:2][CH:3]([C:9]1[CH:14]=[CH:13][CH:12]=[CH:11][C:10]=1[F:15])[C:4]([O:6][CH2:7][CH3:8])=[O:5].[CH3:16][C:17]([O:20][C:21](O[C:21]([O:20][C:17]([CH3:19])([CH3:18])[CH3:16])=[O:22])=[O:22])([CH3:19])[CH3:18], predict the reaction product. The product is: [C:17]([O:20][C:21]([NH:2][CH:3]([C:9]1[CH:14]=[CH:13][CH:12]=[CH:11][C:10]=1[F:15])[C:4]([O:6][CH2:7][CH3:8])=[O:5])=[O:22])([CH3:19])([CH3:18])[CH3:16]. (3) Given the reactants [C:1]1([C:7]2[CH:8]=[C:9]3[C:13](=[C:14]([C:16]([NH2:18])=[O:17])[CH:15]=2)[NH:12][CH:11]=[C:10]3[C:19]2[CH2:20][CH2:21][N:22](CC3C=CC=CC=3)[CH2:23][CH:24]=2)[CH:6]=[CH:5][CH:4]=[CH:3][CH:2]=1.[H][H], predict the reaction product. The product is: [C:1]1([C:7]2[CH:8]=[C:9]3[C:13](=[C:14]([C:16]([NH2:18])=[O:17])[CH:15]=2)[NH:12][CH:11]=[C:10]3[CH:19]2[CH2:20][CH2:21][NH:22][CH2:23][CH2:24]2)[CH:2]=[CH:3][CH:4]=[CH:5][CH:6]=1.